From a dataset of Full USPTO retrosynthesis dataset with 1.9M reactions from patents (1976-2016). Predict the reactants needed to synthesize the given product. (1) Given the product [CH3:50][C@@H:51]([NH:59][C:30]([C:21]1[CH:20]=[C:19]([C:16]2[CH:17]=[CH:18][C:13]([CH3:12])=[CH:14][CH:15]=2)[CH:24]=[C:23]([C:25]2[S:26][CH:27]=[CH:28][N:29]=2)[CH:22]=1)=[O:32])[CH2:52][N:53]1[CH2:58][CH2:57][O:56][CH2:55][CH2:54]1, predict the reactants needed to synthesize it. The reactants are: CCN=C=NCCCN(C)C.[CH3:12][C:13]1[CH:18]=[CH:17][C:16]([C:19]2[CH:24]=[C:23]([C:25]3[S:26][CH:27]=[CH:28][N:29]=3)[CH:22]=[C:21]([C:30]([OH:32])=O)[CH:20]=2)=[CH:15][CH:14]=1.C1C=CC2N(O)N=NC=2C=1.CN1C(=O)CCC1.[CH3:50][C@H:51]([NH2:59])[CH2:52][N:53]1[CH2:58][CH2:57][O:56][CH2:55][CH2:54]1. (2) Given the product [C:32]([O:36][C:37](=[O:49])[CH2:38][O:39][C:40]1[CH:45]=[CH:44][C:43]([Cl:46])=[CH:42][C:41]=1[C:47]#[C:48][C:51]1[CH:63]=[CH:62][C:54]([C:55]([N:57]([CH2:60][CH3:61])[CH2:58][CH3:59])=[O:56])=[C:53]([S:64]([CH:67]([CH3:69])[CH3:68])(=[O:65])=[O:66])[CH:52]=1)([CH3:35])([CH3:34])[CH3:33], predict the reactants needed to synthesize it. The reactants are: C(OC(=O)COC1C=CC(Cl)=CC=1C#CC1C=C(S(CCC)(=O)=O)C=CC=1F)(C)(C)C.[C:32]([O:36][C:37](=[O:49])[CH2:38][O:39][C:40]1[CH:45]=[CH:44][C:43]([Cl:46])=[CH:42][C:41]=1[C:47]#[CH:48])([CH3:35])([CH3:34])[CH3:33].Br[C:51]1[CH:63]=[CH:62][C:54]([C:55]([N:57]([CH2:60][CH3:61])[CH2:58][CH3:59])=[O:56])=[C:53]([S:64]([CH:67]([CH3:69])[CH3:68])(=[O:66])=[O:65])[CH:52]=1. (3) Given the product [CH:10]1[C:11]2[CH:12]([CH2:14][O:15][C:16]([NH:18][C:19]3([C:30](=[O:31])[NH:33][C:34]4[S:35][C:36]([CH3:49])=[C:37]([CH3:48])[C:38]=4[C:39](=[O:40])[C:41]4[CH:46]=[CH:45][C:44]([Cl:47])=[CH:43][CH:42]=4)[CH2:20][N:21]([C:23]([O:25][C:26]([CH3:28])([CH3:27])[CH3:29])=[O:24])[CH2:22]3)=[O:17])[C:13]3[C:5](=[CH:4][CH:3]=[CH:2][CH:1]=3)[C:6]=2[CH:7]=[CH:8][CH:9]=1, predict the reactants needed to synthesize it. The reactants are: [CH:1]1[C:13]2[CH:12]([CH2:14][O:15][C:16]([NH:18][C:19]3([C:30](O)=[O:31])[CH2:22][N:21]([C:23]([O:25][C:26]([CH3:29])([CH3:28])[CH3:27])=[O:24])[CH2:20]3)=[O:17])[C:11]3[C:6](=[CH:7][CH:8]=[CH:9][CH:10]=3)[C:5]=2[CH:4]=[CH:3][CH:2]=1.[NH2:33][C:34]1[S:35][C:36]([CH3:49])=[C:37]([CH3:48])[C:38]=1[C:39]([C:41]1[CH:46]=[CH:45][C:44]([Cl:47])=[CH:43][CH:42]=1)=[O:40].Cl.C(N=C=NCCCN(C)C)C. (4) The reactants are: [NH2:1][C@H:2]([CH3:31])[CH2:3][O:4][C:5]1[CH:14]=[CH:13][CH:12]=[C:11]2[C:6]=1[C:7]([NH:15][C:16]1[CH:21]=[CH:20][C:19]([O:22][CH2:23][C:24]3[CH:29]=[CH:28][CH:27]=[CH:26][N:25]=3)=[C:18]([Cl:30])[CH:17]=1)=[N:8][CH:9]=[N:10]2.[OH:32][C@H:33]1[CH2:38][CH2:37][O:36][C:34]1=[O:35]. Given the product [Cl:30][C:18]1[CH:17]=[C:16]([NH:15][C:7]2[C:6]3[C:11](=[CH:12][CH:13]=[CH:14][C:5]=3[O:4][CH2:3][C@H:2]([NH:1][C:34](=[O:35])[C@@H:33]([OH:32])[CH2:38][CH2:37][OH:36])[CH3:31])[N:10]=[CH:9][N:8]=2)[CH:21]=[CH:20][C:19]=1[O:22][CH2:23][C:24]1[CH:29]=[CH:28][CH:27]=[CH:26][N:25]=1, predict the reactants needed to synthesize it. (5) Given the product [Cl:13][CH2:14][CH2:15][N:1]1[CH:5]=[C:4]([C:6]([O:8][CH2:9][CH3:10])=[O:7])[CH:3]=[N:2]1, predict the reactants needed to synthesize it. The reactants are: [NH:1]1[CH:5]=[C:4]([C:6]([O:8][CH2:9][CH3:10])=[O:7])[CH:3]=[N:2]1.[OH-].[Na+].[Cl:13][CH:14](Cl)[CH3:15]. (6) Given the product [Br:1][C:2]1[C:7]([CH3:8])=[CH:6][C:5]([N:11]2[CH:15]=[N:14][CH:13]=[N:12]2)=[CH:4][C:3]=1[CH3:10], predict the reactants needed to synthesize it. The reactants are: [Br:1][C:2]1[C:7]([CH3:8])=[CH:6][C:5](I)=[CH:4][C:3]=1[CH3:10].[NH:11]1[CH:15]=[N:14][CH:13]=[N:12]1.C(=O)([O-])[O-].[K+].[K+].